This data is from Forward reaction prediction with 1.9M reactions from USPTO patents (1976-2016). The task is: Predict the product of the given reaction. (1) Given the reactants [O:1]([C:8]1[CH:13]=[CH:12][C:11]([C:14]2[C:22]3[C:21]([NH2:23])=[N:20][CH:19]=[N:18][C:17]=3[NH:16][CH:15]=2)=[CH:10][CH:9]=1)[C:2]1[CH:7]=[CH:6][CH:5]=[CH:4][CH:3]=1.[H-].[Na+].[CH:26]([S:29](Cl)(=[O:31])=[O:30])([CH3:28])[CH3:27].O, predict the reaction product. The product is: [CH:26]([S:29]([N:16]1[C:17]2[N:18]=[CH:19][N:20]=[C:21]([NH2:23])[C:22]=2[C:14]([C:11]2[CH:10]=[CH:9][C:8]([O:1][C:2]3[CH:7]=[CH:6][CH:5]=[CH:4][CH:3]=3)=[CH:13][CH:12]=2)=[CH:15]1)(=[O:31])=[O:30])([CH3:28])[CH3:27]. (2) Given the reactants Br[C:2]1[CH:3]=[CH:4][C:5]([N+:8]([O-:10])=[O:9])=[N:6][CH:7]=1.[C:11]([N:18]1[CH2:23][CH2:22][NH:21][C:20](=[O:24])[CH2:19]1)([O:13][C:14]([CH3:17])([CH3:16])[CH3:15])=[O:12].C(=O)([O-])[O-].[Cs+].[Cs+], predict the reaction product. The product is: [C:14]([O:13][C:11]([N:18]1[CH2:23][CH2:22][N:21]([C:2]2[CH:7]=[N:6][C:5]([N+:8]([O-:10])=[O:9])=[CH:4][CH:3]=2)[C:20](=[O:24])[CH2:19]1)=[O:12])([CH3:17])([CH3:15])[CH3:16]. (3) Given the reactants [OH:1][C:2]1[C:7]([NH:8]C(=O)C)=[C:6]([OH:12])[N:5]=[CH:4][N:3]=1.Cl, predict the reaction product. The product is: [NH2:8][C:7]1[C:2]([OH:1])=[N:3][CH:4]=[N:5][C:6]=1[OH:12]. (4) Given the reactants Br[CH:2]1[CH2:7][CH2:6][CH2:5][C:4](=O)[C:3]1=[O:9].[CH3:10][O:11][C:12]1[CH:13]=[C:14]([NH:24][C:25]([NH2:27])=[S:26])[CH:15]=[CH:16][C:17]=1[N:18]1[CH:22]=[N:21][C:20]([CH3:23])=[N:19]1, predict the reaction product. The product is: [CH3:10][O:11][C:12]1[CH:13]=[C:14]([NH:24][C:25]2[S:26][C:7]3[CH2:6][CH2:5][CH2:4][C:3](=[O:9])[C:2]=3[N:27]=2)[CH:15]=[CH:16][C:17]=1[N:18]1[CH:22]=[N:21][C:20]([CH3:23])=[N:19]1.